From a dataset of Peptide-MHC class I binding affinity with 185,985 pairs from IEDB/IMGT. Regression. Given a peptide amino acid sequence and an MHC pseudo amino acid sequence, predict their binding affinity value. This is MHC class I binding data. (1) The peptide sequence is SFNCGGEFF. The binding affinity (normalized) is 0. The MHC is HLA-B08:01 with pseudo-sequence HLA-B08:01. (2) The MHC is HLA-B15:01 with pseudo-sequence HLA-B15:01. The peptide sequence is YMFESKSMK. The binding affinity (normalized) is 0.0847.